Predict the reactants needed to synthesize the given product. From a dataset of Full USPTO retrosynthesis dataset with 1.9M reactions from patents (1976-2016). (1) Given the product [F:19][C:6]1([CH2:4][OH:3])[CH2:7][CH2:8][N:9]([C:12]([O:14][C:15]([CH3:16])([CH3:17])[CH3:18])=[O:13])[CH2:10][CH2:11]1, predict the reactants needed to synthesize it. The reactants are: CC[O:3][C:4]([C:6]1([F:19])[CH2:11][CH2:10][N:9]([C:12]([O:14][C:15]([CH3:18])([CH3:17])[CH3:16])=[O:13])[CH2:8][CH2:7]1)=O.[H-].[Al+3].[Li+].[H-].[H-].[H-]. (2) Given the product [CH:7]1([CH2:12][C:13]([N:20]([C:19]2[CH:39]=[CH:40][C:41]([N:42]3[CH2:47][CH2:46][O:45][CH2:44][CH2:43]3)=[C:17]([F:16])[CH:18]=2)[CH2:21][CH:22]2[CH2:27][CH2:26][N:25]([CH2:28][C:29]3[CH:34]=[CH:33][C:32]([C:35]([F:37])([F:36])[F:38])=[CH:31][CH:30]=3)[CH2:24][CH2:23]2)=[O:15])[CH2:8][CH2:9][CH2:10][CH2:11]1, predict the reactants needed to synthesize it. The reactants are: C(Cl)(=O)C(Cl)=O.[CH:7]1([CH2:12][C:13]([OH:15])=O)[CH2:11][CH2:10][CH2:9][CH2:8]1.[F:16][C:17]1[CH:18]=[C:19]([CH:39]=[CH:40][C:41]=1[N:42]1[CH2:47][CH2:46][O:45][CH2:44][CH2:43]1)[NH:20][CH2:21][CH:22]1[CH2:27][CH2:26][N:25]([CH2:28][C:29]2[CH:34]=[CH:33][C:32]([C:35]([F:38])([F:37])[F:36])=[CH:31][CH:30]=2)[CH2:24][CH2:23]1.C(N(CC)CC)C. (3) Given the product [C:1]1(=[O:7])[CH2:6][CH2:5][CH2:4][CH2:3][CH2:2]1.[CH:10]1([OH:19])[CH2:11][CH2:14][CH2:15][CH2:16][CH2:17]1.[CH:1]1([O:19][OH:20])[CH2:6][CH2:5][CH2:4][CH2:3][CH2:2]1, predict the reactants needed to synthesize it. The reactants are: [CH2:1]1[CH2:6][CH2:5][CH2:4][CH2:3][CH2:2]1.[OH:7]N1C(=O)[C:11]2=[CH:14][CH:15]=[CH:16][CH:17]=[C:10]2C1=O.[O:19]=[O:20]. (4) Given the product [F:18][C:2]([F:1])([F:17])[C:3]1[CH:16]=[CH:15][CH:14]=[CH:13][C:4]=1[C:5]([N:7]1[CH2:8][CH2:9][N:10]([C:20]2[O:24][C:23]([C:25]([O:27][CH2:28][CH3:29])=[O:26])=[N:22][N:21]=2)[CH2:11][CH2:12]1)=[O:6], predict the reactants needed to synthesize it. The reactants are: [F:1][C:2]([F:18])([F:17])[C:3]1[CH:16]=[CH:15][CH:14]=[CH:13][C:4]=1[C:5]([N:7]1[CH2:12][CH2:11][NH:10][CH2:9][CH2:8]1)=[O:6].Br[C:20]1[O:24][C:23]([C:25]([O:27][CH2:28][CH3:29])=[O:26])=[N:22][N:21]=1. (5) Given the product [Cl:1][C:2]1[S:3][C:4]2[CH2:10][CH2:9][CH2:8][CH2:7][C:5]=2[CH:6]=1, predict the reactants needed to synthesize it. The reactants are: [Cl:1][C:2]1[S:3][C:4]2[CH2:10][CH2:9][CH2:8][C:7](=O)[C:5]=2[CH:6]=1.C([SiH](CC)CC)C.O. (6) Given the product [CH2:35]([O:34][CH:4]([CH2:5][C:6]1[CH:11]=[CH:10][C:9]([O:12][CH:13]([CH:30]2[CH2:31][CH2:32]2)[C:14]2[S:18][C:17]([C:19]3[CH:20]=[CH:21][C:22]([C:25]([F:27])([F:26])[F:28])=[CH:23][CH:24]=3)=[N:16][C:15]=2[CH3:29])=[CH:8][C:7]=1[CH3:33])[C:3]([OH:39])=[O:2])[CH2:36][CH2:37][CH3:38], predict the reactants needed to synthesize it. The reactants are: C[O:2][C:3](=[O:39])[CH:4]([O:34][CH2:35][CH2:36][CH2:37][CH3:38])[CH2:5][C:6]1[CH:11]=[CH:10][C:9]([O:12][CH:13]([CH:30]2[CH2:32][CH2:31]2)[C:14]2[S:18][C:17]([C:19]3[CH:24]=[CH:23][C:22]([C:25]([F:28])([F:27])[F:26])=[CH:21][CH:20]=3)=[N:16][C:15]=2[CH3:29])=[CH:8][C:7]=1[CH3:33].[Li+].[OH-]. (7) Given the product [Cl:1][C:2]1[CH:3]=[CH:4][C:5]([C:8]([OH:44])([CH:37]2[CH2:42][CH2:41][N:40]([CH3:43])[CH2:39][CH2:38]2)[C:9]2[CH:10]=[C:11]([C:27]3[CH:32]=[CH:31][N:30]=[C:29]([NH:33][C:34](=[O:36])[CH3:35])[CH:28]=3)[S:12][C:13]=2[C:14]2[NH:18][CH:17]=[N:16][N:15]=2)=[CH:6][CH:7]=1, predict the reactants needed to synthesize it. The reactants are: [Cl:1][C:2]1[CH:7]=[CH:6][C:5]([C:8]([OH:44])([CH:37]2[CH2:42][CH2:41][N:40]([CH3:43])[CH2:39][CH2:38]2)[C:9]2[CH:10]=[C:11]([C:27]3[CH:32]=[CH:31][N:30]=[C:29]([NH:33][C:34](=[O:36])[CH3:35])[CH:28]=3)[S:12][C:13]=2[C:14]2[N:18]=[CH:17][N:16](COCC[Si](C)(C)C)[N:15]=2)=[CH:4][CH:3]=1.[F-].C([N+](CCCC)(CCCC)CCCC)CCC.C([O-])(O)=O.[Na+].CCOC(C)=O. (8) Given the product [Cl:33][C:30]1[CH:29]=[CH:28][C:27]([C:26]([NH:25][C:23]2[N:22]([CH:35]3[CH2:40][CH2:39][CH2:38][N:37]([C:41](=[O:49])[C:42]([C:47]#[N:48])=[CH:43][CH:44]([CH3:46])[CH3:45])[CH2:36]3)[C:21]3[CH:50]=[CH:51][C:18]([CH2:17][NH:10][C@H:11]([C:13]([CH3:14])([CH3:16])[CH3:15])[CH3:12])=[CH:19][C:20]=3[N:24]=2)=[O:34])=[CH:32][CH:31]=1, predict the reactants needed to synthesize it. The reactants are: C(OC(=O)[N:10]([CH2:17][C:18]1[CH:51]=[CH:50][C:21]2[N:22]([CH:35]3[CH2:40][CH2:39][CH2:38][N:37]([C:41](=[O:49])[C:42]([C:47]#[N:48])=[CH:43][CH:44]([CH3:46])[CH3:45])[CH2:36]3)[C:23]([NH:25][C:26](=[O:34])[C:27]3[CH:32]=[CH:31][C:30]([Cl:33])=[CH:29][CH:28]=3)=[N:24][C:20]=2[CH:19]=1)[C@H:11]([C:13]([CH3:16])([CH3:15])[CH3:14])[CH3:12])C1C=CC=CC=1.Br. (9) The reactants are: Cl[C:2]1[C:3]2[CH2:19][CH2:18][CH2:17][C:4]=2[N:5]=[C:6]([C:8]2[CH:13]=[CH:12][C:11]([O:14][CH3:15])=[C:10]([Cl:16])[CH:9]=2)[N:7]=1.[Na+].[Na+].[NH2:22][C:23]1[CH:28]=[CH:27][C:26]([CH2:29][C:30]([O-:32])=[O:31])=[CH:25][C:24]=1[CH2:33][C:34]([O-:36])=[O:35]. Given the product [Cl:16][C:10]1[CH:9]=[C:8]([C:6]2[N:7]=[C:2]([NH:22][C:23]3[CH:28]=[CH:27][C:26]([CH2:29][C:30]([OH:32])=[O:31])=[CH:25][C:24]=3[CH2:33][C:34]([OH:36])=[O:35])[C:3]3[CH2:19][CH2:18][CH2:17][C:4]=3[N:5]=2)[CH:13]=[CH:12][C:11]=1[O:14][CH3:15], predict the reactants needed to synthesize it. (10) The reactants are: [ClH:1].FC1C=CC(F)=CC=1[N:10]1[CH2:14][CH2:13][CH2:12][CH2:11]1.Br[C:16]1[CH:21]=[C:20]([O:22][CH:23]([F:25])[F:24])[CH:19]=[CH:18][C:17]=1[F:26]. Given the product [ClH:1].[F:24][CH:23]([F:25])[O:22][C:20]1[CH:19]=[CH:18][C:17]([F:26])=[C:16]([C@H:11]2[CH2:12][CH2:13][CH2:14][NH:10]2)[CH:21]=1, predict the reactants needed to synthesize it.